Dataset: Catalyst prediction with 721,799 reactions and 888 catalyst types from USPTO. Task: Predict which catalyst facilitates the given reaction. (1) Reactant: [CH3:1][S:2](Cl)(=[O:4])=[O:3].[Cl:6][C:7]1[CH:8]=[C:9]([CH:23]=[CH:24][C:25]=1[Cl:26])[O:10][CH2:11][C:12]1[C:21]([CH3:22])=[CH:20][C:15]2[C:16]([NH2:19])=[N:17][O:18][C:14]=2[CH:13]=1.C(N(CC)CC)C. Product: [Cl:6][C:7]1[CH:8]=[C:9]([CH:23]=[CH:24][C:25]=1[Cl:26])[O:10][CH2:11][C:12]1[C:21]([CH3:22])=[CH:20][C:15]2[C:16]([NH:19][S:2]([CH3:1])(=[O:4])=[O:3])=[N:17][O:18][C:14]=2[CH:13]=1. The catalyst class is: 2. (2) Reactant: [NH2:1][C:2]1[CH:7]=[C:6]([C:8]2[CH:16]=[CH:15][C:11]3=[N:12][O:13][N:14]=[C:10]3[C:9]=2F)[N:5]=[C:4]([C:18]([O:20][CH3:21])=[O:19])[C:3]=1[Cl:22].C[O-].[Na+].[C:26](O)(=[O:28])C. Product: [NH2:1][C:2]1[CH:7]=[C:6]([C:8]2[CH:16]=[CH:15][C:11]3=[N:12][O:13][N:14]=[C:10]3[C:9]=2[O:28][CH3:26])[N:5]=[C:4]([C:18]([O:20][CH3:21])=[O:19])[C:3]=1[Cl:22]. The catalyst class is: 5. (3) Reactant: [C:1]([N:8]1[CH:12]=[CH:11]N=[CH:9]1)(N1C=CN=C1)=[O:2].[C:13]1([C@H:19]([OH:21])[CH3:20])[CH:18]=[CH:17][CH:16]=[CH:15][CH:14]=1.[CH3:22][N:23]([CH2:30][C:31]1[CH:32]=[N:33][C:34]([C:37]2[CH:42]=[CH:41][C:40]([S:43]([CH3:46])(=[O:45])=[O:44])=[CH:39][CH:38]=2)=[CH:35][CH:36]=1)[CH:24]1CCNC[CH2:25]1. Product: [CH3:22][N:23]([CH2:30][C:31]1[CH:32]=[N:33][C:34]([C:37]2[CH:42]=[CH:41][C:40]([S:43]([CH3:46])(=[O:45])=[O:44])=[CH:39][CH:38]=2)=[CH:35][CH:36]=1)[CH:24]1[CH2:25][CH2:9][N:8]([C:1]([O:21][C@@H:19]([C:13]2[CH:18]=[CH:17][CH:16]=[CH:15][CH:14]=2)[CH3:20])=[O:2])[CH2:12][CH2:11]1. The catalyst class is: 2. (4) Reactant: C([N:5]1[C:17]2[C:16]3[CH:15]=[C:14]([F:18])[CH:13]=[CH:12][C:11]=3[N:10]([S:19]([C:22]3[CH:23]=[N:24][C:25]([C:28]([F:31])([F:30])[F:29])=[CH:26][CH:27]=3)(=[O:21])=[O:20])[C@H:9]([CH:32]3[CH2:34][CH2:33]3)[C:8]=2[CH:7]=[N:6]1)(C)(C)C.C(O)=O. Product: [CH:32]1([C@@H:9]2[C:8]3[CH:7]=[N:6][NH:5][C:17]=3[C:16]3[CH:15]=[C:14]([F:18])[CH:13]=[CH:12][C:11]=3[N:10]2[S:19]([C:22]2[CH:23]=[N:24][C:25]([C:28]([F:30])([F:31])[F:29])=[CH:26][CH:27]=2)(=[O:21])=[O:20])[CH2:33][CH2:34]1. The catalyst class is: 6. (5) Reactant: [H-].[Na+].CO.[F:5][C:6]1[CH:13]=[CH:12][C:9]([CH:10]=O)=[CH:8][CH:7]=1.[CH3:14][CH:15]([CH2:20][C:21]([O:23][CH3:24])=[O:22])[C:16]([O:18]C)=[O:17].[H][H].Cl. Product: [CH3:24][O:23][C:21](=[O:22])[C:20](=[CH:10][C:9]1[CH:12]=[CH:13][C:6]([F:5])=[CH:7][CH:8]=1)[CH:15]([CH3:14])[C:16]([OH:18])=[O:17]. The catalyst class is: 6. (6) Reactant: [NH2:1][C:2]1[CH:3]=[C:4]([C:8]2[CH2:14][C:13](=[O:15])[NH:12][C:11]3[CH:16]=[C:17]([C:20]4[CH:25]=[CH:24][C:23]([F:26])=[CH:22][CH:21]=4)[CH:18]=[CH:19][C:10]=3[N:9]=2)[CH:5]=[CH:6][CH:7]=1.[CH3:27][C:28](OC(C)=O)=[O:29]. Product: [F:26][C:23]1[CH:22]=[CH:21][C:20]([C:17]2[CH:18]=[CH:19][C:10]3[N:9]=[C:8]([C:4]4[CH:3]=[C:2]([NH:1][C:28](=[O:29])[CH3:27])[CH:7]=[CH:6][CH:5]=4)[CH2:14][C:13](=[O:15])[NH:12][C:11]=3[CH:16]=2)=[CH:25][CH:24]=1. The catalyst class is: 52. (7) Reactant: [CH2:1]([O:3][C:4]([N:6]1[C:15]2[C:10](=[N:11][C:12]([O:16][CH3:17])=[CH:13][CH:14]=2)[C@@H:9]([NH:18][C:19]2[N:24]=[C:23]([CH2:25][C:26]3[CH:31]=[C:30]([C:32]([F:35])([F:34])[F:33])[CH:29]=[C:28]([C:36]([F:39])([F:38])[F:37])[CH:27]=3)[C:22]([OH:40])=[CH:21][N:20]=2)[CH2:8][C@H:7]1[CH2:41][CH3:42])=[O:5])[CH3:2].Br[CH2:44][CH2:45][CH2:46][C:47]([O:49][CH2:50][CH3:51])=[O:48].C(=O)([O-])[O-].[K+].[K+]. Product: [CH2:1]([O:3][C:4]([N:6]1[C:15]2[C:10](=[N:11][C:12]([O:16][CH3:17])=[CH:13][CH:14]=2)[C@@H:9]([NH:18][C:19]2[N:24]=[C:23]([CH2:25][C:26]3[CH:31]=[C:30]([C:32]([F:35])([F:34])[F:33])[CH:29]=[C:28]([C:36]([F:38])([F:39])[F:37])[CH:27]=3)[C:22]([O:40][CH2:44][CH2:45][CH2:46][C:47]([O:49][CH2:50][CH3:51])=[O:48])=[CH:21][N:20]=2)[CH2:8][C@H:7]1[CH2:41][CH3:42])=[O:5])[CH3:2]. The catalyst class is: 9. (8) Reactant: [F:1][C:2]1[CH:7]=[N:6][C:5]2[NH:8][CH:9]=[C:10]([I:11])[C:4]=2[C:3]=1[CH:12]=[O:13].[OH-].[Na+].[CH3:16][C:17]1[CH:22]=[CH:21][C:20]([S:23](Cl)(=[O:25])=[O:24])=[CH:19][CH:18]=1. Product: [F:1][C:2]1[CH:7]=[N:6][C:5]2[N:8]([S:23]([C:20]3[CH:21]=[CH:22][C:17]([CH3:16])=[CH:18][CH:19]=3)(=[O:25])=[O:24])[CH:9]=[C:10]([I:11])[C:4]=2[C:3]=1[CH:12]=[O:13]. The catalyst class is: 31. (9) Reactant: [F:1][C:2]1[C:7]([CH:8]=[O:9])=[CH:6][CH:5]=[CH:4][C:3]=1[C:10]1[N:14]([S:15]([C:18]2[CH:19]=[N:20][CH:21]=[CH:22][CH:23]=2)(=[O:17])=[O:16])[CH:13]=[C:12]([CH2:24][N:25]([CH3:33])[C:26](=[O:32])[O:27][C:28]([CH3:31])([CH3:30])[CH3:29])[CH:11]=1.[BH4-].[Na+].CO.O. Product: [F:1][C:2]1[C:7]([CH2:8][OH:9])=[CH:6][CH:5]=[CH:4][C:3]=1[C:10]1[N:14]([S:15]([C:18]2[CH:19]=[N:20][CH:21]=[CH:22][CH:23]=2)(=[O:17])=[O:16])[CH:13]=[C:12]([CH2:24][N:25]([CH3:33])[C:26](=[O:32])[O:27][C:28]([CH3:29])([CH3:30])[CH3:31])[CH:11]=1. The catalyst class is: 7.